Regression. Given a peptide amino acid sequence and an MHC pseudo amino acid sequence, predict their binding affinity value. This is MHC class II binding data. From a dataset of Peptide-MHC class II binding affinity with 134,281 pairs from IEDB. (1) The peptide sequence is YDKFLANVSWVLTGK. The MHC is DRB1_1001 with pseudo-sequence DRB1_1001. The binding affinity (normalized) is 0.623. (2) The MHC is DRB1_1501 with pseudo-sequence DRB1_1501. The peptide sequence is DEHIILYLVNFDKDR. The binding affinity (normalized) is 0.770. (3) The peptide sequence is VDYMPVMKRYSAPSE. The MHC is DRB1_0802 with pseudo-sequence DRB1_0802. The binding affinity (normalized) is 0.335. (4) The peptide sequence is AFKVAATAPNAAPAN. The MHC is DRB1_0701 with pseudo-sequence DRB1_0701. The binding affinity (normalized) is 0.583. (5) The peptide sequence is GEKQIVDKIDAAFKI. The MHC is DRB1_0101 with pseudo-sequence DRB1_0101. The binding affinity (normalized) is 0.446. (6) The binding affinity (normalized) is 0.270. The MHC is HLA-DPA10301-DPB10402 with pseudo-sequence HLA-DPA10301-DPB10402. The peptide sequence is CLLVLDDFRDLMTAT. (7) The peptide sequence is TRRFLPQILAECARRHHHHHH. The MHC is HLA-DQA10102-DQB10501 with pseudo-sequence HLA-DQA10102-DQB10501. The binding affinity (normalized) is 0.603.